From a dataset of Full USPTO retrosynthesis dataset with 1.9M reactions from patents (1976-2016). Predict the reactants needed to synthesize the given product. (1) Given the product [NH2:1][C:2]1[CH:7]=[CH:6][C:5]([CH2:8][C:9]#[N:10])=[CH:4][C:3]=1[C:16]1[CH2:17][CH2:18][C:13]([CH3:22])([CH3:12])[CH2:14][CH:15]=1, predict the reactants needed to synthesize it. The reactants are: [NH2:1][C:2]1[CH:7]=[CH:6][C:5]([CH2:8][C:9]#[N:10])=[CH:4][C:3]=1Br.[CH3:12][C:13]1([CH3:22])[CH2:18][CH2:17][C:16](B(O)O)=[CH:15][CH2:14]1.C([O-])([O-])=O.[Na+].[Na+]. (2) Given the product [CH3:1][C:2]1[N:6]=[CH:5][N:4]([C:7]2[CH:13]=[CH:12][C:10]([OH:15])=[CH:9][CH:8]=2)[N:3]=1, predict the reactants needed to synthesize it. The reactants are: [CH3:1][C:2]1[N:6]=[CH:5][N:4]([C:7]2[CH:13]=[CH:12][C:10](N)=[CH:9][CH:8]=2)[N:3]=1.N([O-])=[O:15].[Na+]. (3) Given the product [F:21][C:12]1[CH:11]=[C:7]([CH:6]=[C:5]([OH:4])[C:13]=1[O:14][CH3:15])[C:8]([OH:10])=[O:9], predict the reactants needed to synthesize it. The reactants are: C([O:4][C:5]1[CH:6]=[C:7]([CH:11]=[C:12](N)[C:13]=1[O:14][CH3:15])[C:8]([OH:10])=[O:9])(=O)C.N([O-])=O.[Na+].[F:21][B-](F)(F)F.[H+]. (4) Given the product [Cl:1][C:2]1[C:3]([O:14][CH2:15][C:16]2[CH:21]=[CH:20][C:19]([O:22][CH3:23])=[CH:18][CH:17]=2)=[CH:4][C:5]([OH:13])=[C:6]([CH:12]=1)[C:7]([OH:9])=[O:8], predict the reactants needed to synthesize it. The reactants are: [Cl:1][C:2]1[C:3]([O:14][CH2:15][C:16]2[CH:21]=[CH:20][C:19]([O:22][CH3:23])=[CH:18][CH:17]=2)=[CH:4][C:5]([OH:13])=[C:6]([CH:12]=1)[C:7]([O:9]CC)=[O:8].Cl. (5) Given the product [OH:31][CH2:32][C:33]1[CH:38]=[C:37]([C:2]2[CH:3]=[C:4]3[C:8](=[C:9]([C:11]([NH2:13])=[O:12])[CH:10]=2)[NH:7][N:6]=[C:5]3[CH:14]2[CH2:15][CH2:16][N:17]([S:20]([CH2:23][CH2:24][CH2:25][N:26]3[CH2:27][CH2:28][CH2:29][CH2:30]3)(=[O:22])=[O:21])[CH2:18][CH2:19]2)[CH:36]=[CH:35][CH:34]=1, predict the reactants needed to synthesize it. The reactants are: Br[C:2]1[CH:3]=[C:4]2[C:8](=[C:9]([C:11]([NH2:13])=[O:12])[CH:10]=1)[NH:7][N:6]=[C:5]2[CH:14]1[CH2:19][CH2:18][N:17]([S:20]([CH2:23][CH2:24][CH2:25][N:26]2[CH2:30][CH2:29][CH2:28][CH2:27]2)(=[O:22])=[O:21])[CH2:16][CH2:15]1.[OH:31][CH2:32][C:33]1[CH:34]=[C:35](B(O)O)[CH:36]=[CH:37][CH:38]=1.C(=O)([O-])[O-].[Cs+].[Cs+]. (6) Given the product [Si:16]([O:1][C:2]1[CH:3]=[C:4]2[C:9](=[CH:10][CH:11]=1)[CH:8]=[C:7]([C:12]([O:14][CH3:15])=[O:13])[CH:6]=[CH:5]2)([C:19]([CH3:22])([CH3:21])[CH3:20])([CH3:18])[CH3:17], predict the reactants needed to synthesize it. The reactants are: [OH:1][C:2]1[CH:3]=[C:4]2[C:9](=[CH:10][CH:11]=1)[CH:8]=[C:7]([C:12]([O:14][CH3:15])=[O:13])[CH:6]=[CH:5]2.[Si:16](Cl)([C:19]([CH3:22])([CH3:21])[CH3:20])([CH3:18])[CH3:17].N1C=CN=C1. (7) The reactants are: [CH3:1][O:2][C:3]([C:5]1[CH:10]=[N:9][C:8](Cl)=[CH:7]N=1)=[O:4].[C:12]1(B(O)O)C=[CH:16][CH:15]=[CH:14][CH:13]=1.[F-].[Cs+].C([O-])([O-])=O.[Na+].[Na+].[CH3:29][N:30](C=O)C. Given the product [CH3:1][O:2][C:3]([C:5]1[CH:10]=[N:9][C:8]([C:7]2[CH:16]=[CH:15][CH:14]=[CH:13][CH:12]=2)=[N:30][CH:29]=1)=[O:4], predict the reactants needed to synthesize it.